Dataset: NCI-60 drug combinations with 297,098 pairs across 59 cell lines. Task: Regression. Given two drug SMILES strings and cell line genomic features, predict the synergy score measuring deviation from expected non-interaction effect. (1) Drug 1: CCC1(CC2CC(C3=C(CCN(C2)C1)C4=CC=CC=C4N3)(C5=C(C=C6C(=C5)C78CCN9C7C(C=CC9)(C(C(C8N6C=O)(C(=O)OC)O)OC(=O)C)CC)OC)C(=O)OC)O.OS(=O)(=O)O. Drug 2: CS(=O)(=O)OCCCCOS(=O)(=O)C. Cell line: EKVX. Synergy scores: CSS=1.17, Synergy_ZIP=-1.48, Synergy_Bliss=-2.25, Synergy_Loewe=-4.87, Synergy_HSA=-3.19. (2) Drug 1: CC1=C2C(C(=O)C3(C(CC4C(C3C(C(C2(C)C)(CC1OC(=O)C(C(C5=CC=CC=C5)NC(=O)OC(C)(C)C)O)O)OC(=O)C6=CC=CC=C6)(CO4)OC(=O)C)OC)C)OC. Drug 2: CC1C(C(CC(O1)OC2CC(CC3=C2C(=C4C(=C3O)C(=O)C5=C(C4=O)C(=CC=C5)OC)O)(C(=O)C)O)N)O.Cl. Cell line: TK-10. Synergy scores: CSS=55.5, Synergy_ZIP=3.68, Synergy_Bliss=3.89, Synergy_Loewe=0.812, Synergy_HSA=7.36. (3) Drug 1: C1=C(C(=O)NC(=O)N1)N(CCCl)CCCl. Drug 2: CCC1=C2CN3C(=CC4=C(C3=O)COC(=O)C4(CC)O)C2=NC5=C1C=C(C=C5)O. Cell line: SF-268. Synergy scores: CSS=47.7, Synergy_ZIP=-6.27, Synergy_Bliss=-3.17, Synergy_Loewe=-6.28, Synergy_HSA=-0.704. (4) Drug 1: CN(C)C1=NC(=NC(=N1)N(C)C)N(C)C. Drug 2: C1=CN(C(=O)N=C1N)C2C(C(C(O2)CO)O)O.Cl. Cell line: SK-OV-3. Synergy scores: CSS=5.79, Synergy_ZIP=-1.02, Synergy_Bliss=1.68, Synergy_Loewe=-12.4, Synergy_HSA=1.03. (5) Drug 1: CCC1=CC2CC(C3=C(CN(C2)C1)C4=CC=CC=C4N3)(C5=C(C=C6C(=C5)C78CCN9C7C(C=CC9)(C(C(C8N6C)(C(=O)OC)O)OC(=O)C)CC)OC)C(=O)OC.C(C(C(=O)O)O)(C(=O)O)O. Drug 2: C1CNP(=O)(OC1)N(CCCl)CCCl. Cell line: LOX IMVI. Synergy scores: CSS=39.2, Synergy_ZIP=1.58, Synergy_Bliss=3.43, Synergy_Loewe=-65.4, Synergy_HSA=2.44. (6) Drug 1: C1CN1P(=S)(N2CC2)N3CC3. Drug 2: CC1=C(N=C(N=C1N)C(CC(=O)N)NCC(C(=O)N)N)C(=O)NC(C(C2=CN=CN2)OC3C(C(C(C(O3)CO)O)O)OC4C(C(C(C(O4)CO)O)OC(=O)N)O)C(=O)NC(C)C(C(C)C(=O)NC(C(C)O)C(=O)NCCC5=NC(=CS5)C6=NC(=CS6)C(=O)NCCC[S+](C)C)O. Cell line: HCT116. Synergy scores: CSS=56.2, Synergy_ZIP=1.32, Synergy_Bliss=1.24, Synergy_Loewe=-1.04, Synergy_HSA=3.47. (7) Cell line: SK-OV-3. Synergy scores: CSS=49.3, Synergy_ZIP=12.4, Synergy_Bliss=14.3, Synergy_Loewe=6.04, Synergy_HSA=15.7. Drug 2: C1CC(CCC1OC2=C(C(=CC=C2)Cl)F)(CC3=NC(=CC=C3)NC4=NC=CS4)C(=O)O. Drug 1: CC(C)(C1=NC(=CC=C1)N2C3=NC(=NC=C3C(=O)N2CC=C)NC4=CC=C(C=C4)N5CCN(CC5)C)O. (8) Drug 1: C1CCC(CC1)NC(=O)N(CCCl)N=O. Drug 2: C(CCl)NC(=O)N(CCCl)N=O. Cell line: HCT116. Synergy scores: CSS=24.1, Synergy_ZIP=2.55, Synergy_Bliss=5.91, Synergy_Loewe=1.62, Synergy_HSA=6.66. (9) Drug 1: CS(=O)(=O)C1=CC(=C(C=C1)C(=O)NC2=CC(=C(C=C2)Cl)C3=CC=CC=N3)Cl. Drug 2: COC1=C2C(=CC3=C1OC=C3)C=CC(=O)O2. Cell line: EKVX. Synergy scores: CSS=4.19, Synergy_ZIP=-2.02, Synergy_Bliss=-2.37, Synergy_Loewe=-3.49, Synergy_HSA=-2.66. (10) Drug 1: C1=NNC2=C1C(=O)NC=N2. Drug 2: C1C(C(OC1N2C=NC3=C2NC=NCC3O)CO)O. Cell line: T-47D. Synergy scores: CSS=0.147, Synergy_ZIP=-0.805, Synergy_Bliss=0.811, Synergy_Loewe=-2.58, Synergy_HSA=-2.49.